From a dataset of Reaction yield outcomes from USPTO patents with 853,638 reactions. Predict the reaction yield, written as a fraction of the theoretical maximum amount of product (1.0 means a 100% yield; for example, 0.34 means a 34% yield). (1) The reactants are Cl.C(OC(=O)[NH:8][C@H:9]1[CH2:14][CH2:13][C@H:12]([N:15]([CH2:39][CH3:40])[C:16]2[C:30]3[CH2:29][CH:28]=[CH:27][CH2:26][C:25]4[CH:31]=[C:32]([CH3:37])[N:33]=[C:34]([O:35]C)[C:24]=4[CH2:23][NH:22][C:21](=[O:38])[C:20]=3[CH:19]=[CH:18][CH:17]=2)[CH2:11][CH2:10]1)(C)(C)C. The catalyst is CO. The product is [NH2:8][C@H:9]1[CH2:14][CH2:13][C@H:12]([N:15]([CH2:39][CH3:40])[C:16]2[C:30]3[CH2:29][CH:28]=[CH:27][CH2:26][C:25]4[CH:31]=[C:32]([CH3:37])[NH:33][C:34](=[O:35])[C:24]=4[CH2:23][NH:22][C:21](=[O:38])[C:20]=3[CH:19]=[CH:18][CH:17]=2)[CH2:11][CH2:10]1. The yield is 0.880. (2) The reactants are I.[Cl:2][C:3]1[N:4]([NH:8][CH2:9][C:10]2[CH:15]=[CH:14][CH:13]=[CH:12][CH:11]=2)[CH2:5][CH2:6][N:7]=1.[OH-].[Na+].C(Cl)Cl. The catalyst is O. The product is [Cl:2][C:3]1[N:4]([NH:8][CH2:9][C:10]2[CH:11]=[CH:12][CH:13]=[CH:14][CH:15]=2)[CH2:5][CH2:6][N:7]=1. The yield is 1.00. (3) The reactants are [CH3:1][C:2]1([CH3:18])[CH2:16][C:6]2[N:7]=[C:8]([N:10]3[CH2:15][CH2:14][O:13][CH2:12][CH2:11]3)[S:9][C:5]=2[C:4](=O)[CH2:3]1.COC1C=CC(P2(=S)SP(=S)(C3C=CC(OC)=CC=3)[S:28]2)=CC=1.C([O-])(O)=O.[Na+]. The catalyst is C1COCC1. The product is [CH3:1][C:2]1([CH3:18])[CH2:16][C:6]2[N:7]=[C:8]([N:10]3[CH2:15][CH2:14][O:13][CH2:12][CH2:11]3)[S:9][C:5]=2[C:4](=[S:28])[CH2:3]1. The yield is 0.500. (4) The reactants are [NH2:1][C:2]1[N:7]=[C:6]([NH2:8])[C:5]([O:9][C:10]2[C:15]([CH:16]([CH3:18])[CH3:17])=[CH:14][C:13]([OH:19])=[C:12]([I:20])[CH:11]=2)=[CH:4][N:3]=1.Br[CH2:22][CH2:23][O:24][Si:25]([C:28](C)(C)C)([CH3:27])[CH3:26].C([O-])([O-])=O.[K+].[K+]. The catalyst is CN(C=O)C. The product is [I:20][C:12]1[C:13]([O:19][CH2:22][CH2:23][O:24][Si:25]([CH3:28])([CH3:27])[CH3:26])=[CH:14][C:15]([CH:16]([CH3:18])[CH3:17])=[C:10]([CH:11]=1)[O:9][C:5]1[C:6]([NH2:8])=[N:7][C:2]([NH2:1])=[N:3][CH:4]=1. The yield is 0.900.